This data is from Forward reaction prediction with 1.9M reactions from USPTO patents (1976-2016). The task is: Predict the product of the given reaction. (1) The product is: [N:8](/[C:11](=[CH:6]\[C:2]1[Se:1][CH:5]=[CH:4][CH:3]=1)/[C:12]([O:14][CH3:15])=[O:13])=[N+:9]=[N-:10]. Given the reactants [Se:1]1[CH:5]=[CH:4][CH:3]=[C:2]1[CH:6]=O.[N:8]([CH2:11][C:12]([O:14][CH3:15])=[O:13])=[N+:9]=[N-:10].C[O-].[Na+].C(OCC)(=O)C, predict the reaction product. (2) Given the reactants [C:1]1([N:7]2[C:12](=[O:13])[C:11]([C:14]3[CH:19]=[CH:18][C:17]([F:20])=[CH:16][CH:15]=3)=[C:10](OS(C(F)(F)F)(=O)=O)[CH:9]=[N:8]2)[CH:6]=[CH:5][CH:4]=[CH:3][CH:2]=1.[CH3:29][S:30][C:31]1[CH:36]=[CH:35][C:34](B(O)O)=[CH:33][CH:32]=1, predict the reaction product. The product is: [C:1]1([N:7]2[C:12](=[O:13])[C:11]([C:14]3[CH:15]=[CH:16][C:17]([F:20])=[CH:18][CH:19]=3)=[C:10]([C:34]3[CH:35]=[CH:36][C:31]([S:30][CH3:29])=[CH:32][CH:33]=3)[CH:9]=[N:8]2)[CH:6]=[CH:5][CH:4]=[CH:3][CH:2]=1. (3) The product is: [CH3:1][O:2][C:3]1[CH:4]=[C:5]([CH:19]=[CH:20][C:21]=1[O:22][CH3:23])[CH2:6][NH:7][C:8]1[CH:13]=[C:12]([C:32]2[CH:37]=[CH:36][N:35]=[CH:34][C:33]=2[NH2:38])[CH:11]=[C:10]([C:15]([F:18])([F:17])[F:16])[N:9]=1. Given the reactants [CH3:1][O:2][C:3]1[CH:4]=[C:5]([CH:19]=[CH:20][C:21]=1[O:22][CH3:23])[CH2:6][NH:7][C:8]1[CH:13]=[C:12](I)[CH:11]=[C:10]([C:15]([F:18])([F:17])[F:16])[N:9]=1.CC1(C)C(C)(C)OB([C:32]2[CH:37]=[CH:36][N:35]=[CH:34][C:33]=2[NH2:38])O1, predict the reaction product. (4) The product is: [CH3:1][C:2]1[N:3]=[C:4]([C:19]2[CH:24]=[CH:23][C:22]([C:25]([F:28])([F:26])[F:27])=[CH:21][CH:20]=2)[S:5][C:6]=1[CH2:7][O:8][C:9]1[CH:10]=[CH:11][C:12]([C:13]2[O:14][C:29](=[O:35])[NH:16][N:15]=2)=[CH:17][CH:18]=1. Given the reactants [CH3:1][C:2]1[N:3]=[C:4]([C:19]2[CH:24]=[CH:23][C:22]([C:25]([F:28])([F:27])[F:26])=[CH:21][CH:20]=2)[S:5][C:6]=1[CH2:7][O:8][C:9]1[CH:18]=[CH:17][C:12]([C:13]([NH:15][NH2:16])=[O:14])=[CH:11][CH:10]=1.[C:29]1([O:35]C(Cl)=O)C=CC=CC=1.N1C=CC=CC=1.C1CCN2C(=NCCC2)CC1, predict the reaction product. (5) Given the reactants [Cl-].[NH4+:2].C([O-])(=O)C.[Na+].[Cl:8][C:9]1[C:10]([CH2:27][CH:28]=O)=[C:11]([CH:25]=O)[C:12]([C:18]2[CH:23]=[CH:22][CH:21]=[C:20]([F:24])[CH:19]=2)=[C:13]([CH:15]([OH:17])[CH3:16])[CH:14]=1.O1CCCC1, predict the reaction product. The product is: [Cl:8][C:9]1[CH:14]=[C:13]([CH:15]([OH:17])[CH3:16])[C:12]([C:18]2[CH:23]=[CH:22][CH:21]=[C:20]([F:24])[CH:19]=2)=[C:11]2[C:10]=1[CH:27]=[CH:28][N:2]=[CH:25]2. (6) Given the reactants [Cl:1][C:2]1[CH:7]=[CH:6][C:5]([CH:8]([CH:14]2[CH2:16][C:15]2([F:18])[F:17])[CH2:9][C:10]([O:12]C)=[O:11])=[CH:4][C:3]=1[NH:19][C:20](=[O:35])[C@H:21]([C:28]1[CH:33]=[CH:32][C:31]([Cl:34])=[CH:30][CH:29]=1)[C@@H:22]([CH3:27])[C:23]([F:26])([F:25])[F:24].O.[OH-].[Li+].Cl, predict the reaction product. The product is: [Cl:1][C:2]1[CH:7]=[CH:6][C:5]([CH:8]([CH:14]2[CH2:16][C:15]2([F:17])[F:18])[CH2:9][C:10]([OH:12])=[O:11])=[CH:4][C:3]=1[NH:19][C:20](=[O:35])[CH:21]([C:28]1[CH:33]=[CH:32][C:31]([Cl:34])=[CH:30][CH:29]=1)[C@@H:22]([CH3:27])[C:23]([F:24])([F:25])[F:26].